This data is from NCI-60 drug combinations with 297,098 pairs across 59 cell lines. The task is: Regression. Given two drug SMILES strings and cell line genomic features, predict the synergy score measuring deviation from expected non-interaction effect. (1) Drug 2: CCCCC(=O)OCC(=O)C1(CC(C2=C(C1)C(=C3C(=C2O)C(=O)C4=C(C3=O)C=CC=C4OC)O)OC5CC(C(C(O5)C)O)NC(=O)C(F)(F)F)O. Drug 1: CN(C)N=NC1=C(NC=N1)C(=O)N. Cell line: NCI-H522. Synergy scores: CSS=4.06, Synergy_ZIP=-1.86, Synergy_Bliss=-0.582, Synergy_Loewe=-1.39, Synergy_HSA=-0.943. (2) Drug 1: CC1=C(C=C(C=C1)NC(=O)C2=CC=C(C=C2)CN3CCN(CC3)C)NC4=NC=CC(=N4)C5=CN=CC=C5. Drug 2: C1CN(P(=O)(OC1)NCCCl)CCCl. Cell line: HCT-15. Synergy scores: CSS=0.141, Synergy_ZIP=4.24, Synergy_Bliss=12.3, Synergy_Loewe=-4.46, Synergy_HSA=-0.322. (3) Drug 1: C1CC(=O)NC(=O)C1N2CC3=C(C2=O)C=CC=C3N. Drug 2: CCCCCOC(=O)NC1=NC(=O)N(C=C1F)C2C(C(C(O2)C)O)O. Cell line: HOP-92. Synergy scores: CSS=1.69, Synergy_ZIP=-3.37, Synergy_Bliss=-7.06, Synergy_Loewe=-5.70, Synergy_HSA=-5.71. (4) Drug 1: CC1=C(C=C(C=C1)NC2=NC=CC(=N2)N(C)C3=CC4=NN(C(=C4C=C3)C)C)S(=O)(=O)N.Cl. Drug 2: CNC(=O)C1=NC=CC(=C1)OC2=CC=C(C=C2)NC(=O)NC3=CC(=C(C=C3)Cl)C(F)(F)F. Cell line: COLO 205. Synergy scores: CSS=20.2, Synergy_ZIP=1.04, Synergy_Bliss=-1.57, Synergy_Loewe=-22.1, Synergy_HSA=-7.72. (5) Drug 1: CS(=O)(=O)C1=CC(=C(C=C1)C(=O)NC2=CC(=C(C=C2)Cl)C3=CC=CC=N3)Cl. Drug 2: C(CCl)NC(=O)N(CCCl)N=O. Cell line: SN12C. Synergy scores: CSS=5.69, Synergy_ZIP=-1.73, Synergy_Bliss=0.643, Synergy_Loewe=0.614, Synergy_HSA=0.765. (6) Drug 1: COC1=C(C=C2C(=C1)N=CN=C2NC3=CC(=C(C=C3)F)Cl)OCCCN4CCOCC4. Drug 2: CC1=C(C=C(C=C1)NC(=O)C2=CC=C(C=C2)CN3CCN(CC3)C)NC4=NC=CC(=N4)C5=CN=CC=C5. Cell line: SK-OV-3. Synergy scores: CSS=38.5, Synergy_ZIP=-1.78, Synergy_Bliss=2.23, Synergy_Loewe=-9.60, Synergy_HSA=-0.220.